This data is from Full USPTO retrosynthesis dataset with 1.9M reactions from patents (1976-2016). The task is: Predict the reactants needed to synthesize the given product. (1) Given the product [C:1]([C@H:5]1[C:23](=[O:24])[N:22]2[CH2:25][C@@H:19]([CH2:20][C@H:21]2[C:26]([NH:35][C@:36]2([C:41]([NH:43][S:44]([CH:47]3[CH2:49][CH2:48]3)(=[O:46])=[O:45])=[O:42])[CH2:38][C@H:37]2[CH2:39][CH3:40])=[O:27])[O:18][C:17]2[N:29]=[CH:30][CH:31]=[CH:32][C:16]=2[CH:15]=[CH:14][CH2:13][CH2:12][CH2:11][CH2:10][CH2:9][O:8][C:7](=[O:33])[NH:6]1)([CH3:3])([CH3:2])[CH3:4], predict the reactants needed to synthesize it. The reactants are: [C:1]([C@H:5]1[C:23](=[O:24])[N:22]2[CH2:25][C@@H:19]([CH2:20][C@H:21]2[C:26](O)=[O:27])[O:18][C:17]2[N:29]=[CH:30][CH:31]=[CH:32][C:16]=2[CH:15]=[CH:14][CH2:13][CH2:12][CH2:11][CH2:10][CH2:9][O:8][C:7](=[O:33])[NH:6]1)([CH3:4])([CH3:3])[CH3:2].Cl.[NH2:35][C@:36]1([C:41]([NH:43][S:44]([CH:47]2[CH2:49][CH2:48]2)(=[O:46])=[O:45])=[O:42])[CH2:38][C@H:37]1[CH2:39][CH3:40].CCN(C(C)C)C(C)C.CN(C(ON1N=NC2C=CC=NC1=2)=[N+](C)C)C.F[P-](F)(F)(F)(F)F. (2) Given the product [ClH:41].[F:1][C:2]1[CH:3]=[C:4]([C:13]2[C:14]([O:25][C:26]3[CH:27]=[CH:28][C:29]([O:30][CH2:31][CH2:32][N:33]4[CH2:34][CH2:35][CH2:36][CH2:37][CH2:38]4)=[CH:39][CH:40]=3)=[C:15]3[C:20](=[CH:21][CH:22]=2)[CH:19]=[C:18]([OH:23])[CH:17]=[CH:16]3)[CH:5]=[C:6]([F:12])[C:7]=1[S:8]([CH3:11])(=[O:10])=[O:9], predict the reactants needed to synthesize it. The reactants are: [F:1][C:2]1[CH:3]=[C:4]([C:13]2[CH:22]=[CH:21][C:20]3[C:15](=[CH:16][CH:17]=[C:18]([O:23]C)[CH:19]=3)[C:14]=2[O:25][C:26]2[CH:40]=[CH:39][C:29]([O:30][CH2:31][CH2:32][N:33]3[CH2:38][CH2:37][CH2:36][CH2:35][CH2:34]3)=[CH:28][CH:27]=2)[CH:5]=[C:6]([F:12])[C:7]=1[S:8]([CH3:11])(=[O:10])=[O:9].[ClH:41].B(Br)(Br)Br. (3) The reactants are: [C:1]([C:3]1[C:4]([N:10]=[CH:11][N:12](C)C)=[N:5][C:6]([CH3:9])=[CH:7][CH:8]=1)#[N:2].[CH3:15][C:16]1[CH:17]=[CH:18][C:19]([S:23][C:24]2[CH:29]=[CH:28][CH:27]=[CH:26][CH:25]=2)=[C:20](N)[CH:21]=1. Given the product [CH3:15][C:16]1[CH:17]=[CH:18][C:19]([S:23][C:24]2[CH:25]=[CH:26][CH:27]=[CH:28][CH:29]=2)=[C:20]([NH:2][C:1]2[C:3]3[CH:8]=[CH:7][C:6]([CH3:9])=[N:5][C:4]=3[N:10]=[CH:11][N:12]=2)[CH:21]=1, predict the reactants needed to synthesize it. (4) Given the product [CH2:22]([Sn:17]([CH2:13][CH2:14][CH2:15][CH3:16])([CH2:18][CH2:19][CH2:20][CH3:21])[C:6]1[N:5]([CH3:8])[CH:4]=[N:3][C:2]=1[I:1])[CH2:23][CH2:24][CH3:25], predict the reactants needed to synthesize it. The reactants are: [I:1][C:2]1[N:3]=[CH:4][N:5]([CH3:8])[C:6]=1I.C([Mg]Br)C.[CH2:13]([Sn:17](Cl)([CH2:22][CH2:23][CH2:24][CH3:25])[CH2:18][CH2:19][CH2:20][CH3:21])[CH2:14][CH2:15][CH3:16].[NH4+].[Cl-]. (5) Given the product [NH2:11][C:5]1[CH:6]=[CH:7][C:8]([Br:10])=[CH:9][C:4]=1[C:2]([C:13]1[CH:14]=[CH:15][CH:16]=[CH:17][N:12]=1)([OH:3])[CH3:1], predict the reactants needed to synthesize it. The reactants are: [CH3:1][C:2]([C:4]1[CH:9]=[C:8]([Br:10])[CH:7]=[CH:6][C:5]=1[NH2:11])=[O:3].[N:12]1[CH:17]=[CH:16][CH:15]=[CH:14][C:13]=1[Li]. (6) Given the product [CH:27]1([CH2:33][CH2:34][O:35][C:2]2[CH:7]=[C:6]([F:8])[CH:5]=[CH:4][C:3]=2[C:9]2[N:14]=[CH:13][N:12]=[C:11]([NH:15][C:16]3[CH:21]=[CH:20][CH:19]=[C:18]([CH2:22][S:23]([CH3:26])(=[O:25])=[O:24])[CH:17]=3)[N:10]=2)[CH2:32][CH2:31][CH2:30][CH2:29][CH2:28]1, predict the reactants needed to synthesize it. The reactants are: F[C:2]1[CH:7]=[C:6]([F:8])[CH:5]=[CH:4][C:3]=1[C:9]1[N:14]=[CH:13][N:12]=[C:11]([NH:15][C:16]2[CH:21]=[CH:20][CH:19]=[C:18]([CH2:22][S:23]([CH3:26])(=[O:25])=[O:24])[CH:17]=2)[N:10]=1.[CH:27]1([CH2:33][CH2:34][OH:35])[CH2:32][CH2:31][CH2:30][CH2:29][CH2:28]1.